Task: Predict the product of the given reaction.. Dataset: Forward reaction prediction with 1.9M reactions from USPTO patents (1976-2016) (1) The product is: [CH3:27][N:28]([CH2:1][C:3]1[CH:8]=[CH:7][C:6]([S:9]([NH:12][C:13]2[CH:18]=[CH:17][C:16]([C@@H:19]3[CH2:23][CH2:22][N:21]([CH2:24][CH2:25][CH3:26])[CH2:20]3)=[CH:15][CH:14]=2)(=[O:11])=[O:10])=[CH:5][CH:4]=1)[CH3:29]. Given the reactants [CH:1]([C:3]1[CH:8]=[CH:7][C:6]([S:9]([NH:12][C:13]2[CH:18]=[CH:17][C:16]([C@@H:19]3[CH2:23][CH2:22][N:21]([CH2:24][CH2:25][CH3:26])[CH2:20]3)=[CH:15][CH:14]=2)(=[O:11])=[O:10])=[CH:5][CH:4]=1)=O.[CH3:27][NH:28][CH3:29].O1CCCC1.C(O[BH-](OC(=O)C)OC(=O)C)(=O)C.[Na+].[OH-].[Na+], predict the reaction product. (2) Given the reactants [C:1]([OH:4])(=O)[CH3:2].[C:5]([N:8]1[C:17]2[CH:16]=[CH:15][C:14]([NH2:18])=[CH:13][C:12]=2[C:11]2[N:19]([C:25]3[CH:33]=[CH:32][C:28]4[O:29][CH2:30][O:31][C:27]=4[CH:26]=3)[N:20]=[C:21]([C:22]([NH2:24])=[O:23])[C:10]=2[CH2:9]1)(=[O:7])[CH3:6].[Cl:34][C:35]1C=[CH:41][CH:40]=[CH:39][C:36]=1CCl, predict the reaction product. The product is: [C:5]([N:8]1[C:17]2[CH:16]=[CH:15][C:14]([NH:18][C:1](=[O:4])[C:2]3[CH:41]=[CH:40][CH:39]=[CH:36][C:35]=3[Cl:34])=[CH:13][C:12]=2[C:11]2[N:19]([C:25]3[CH:33]=[CH:32][C:28]4[O:29][CH2:30][O:31][C:27]=4[CH:26]=3)[N:20]=[C:21]([C:22]([NH2:24])=[O:23])[C:10]=2[CH2:9]1)(=[O:7])[CH3:6]. (3) Given the reactants Cl.Cl.[CH:3]1([N:7]2[CH2:12][CH2:11][NH:10][CH2:9][CH2:8]2)[CH2:6][CH2:5][CH2:4]1.[C:13]1([C@@H:19]2[CH2:21][C@H:20]2[C:22](Cl)=[O:23])[CH:18]=[CH:17][CH:16]=[CH:15][CH:14]=1.CCOC(C)=O.CCCCCC, predict the reaction product. The product is: [CH:3]1([N:7]2[CH2:12][CH2:11][N:10]([C:22]([C@@H:20]3[CH2:21][C@H:19]3[C:13]3[CH:18]=[CH:17][CH:16]=[CH:15][CH:14]=3)=[O:23])[CH2:9][CH2:8]2)[CH2:6][CH2:5][CH2:4]1. (4) Given the reactants C(OC(=O)[NH:7][C@:8]([CH2:26][OH:27])([CH3:25])[CH2:9][CH2:10][C:11]1[CH:16]=[C:15]([F:17])[C:14]([O:18][CH2:19][CH2:20][CH2:21][CH2:22][CH3:23])=[C:13]([Cl:24])[CH:12]=1)(C)(C)C, predict the reaction product. The product is: [ClH:24].[NH2:7][C@:8]([CH3:25])([CH2:9][CH2:10][C:11]1[CH:16]=[C:15]([F:17])[C:14]([O:18][CH2:19][CH2:20][CH2:21][CH2:22][CH3:23])=[C:13]([Cl:24])[CH:12]=1)[CH2:26][OH:27]. (5) Given the reactants C([O:4][C@@H:5]1[C@@H:10]([O:11]C(=O)C)[C@H:9]([O:15]C(=O)C)[C@@H:8]([CH2:19][O:20]C(=O)C)[O:7][C@H:6]1[C:24]1[C:32]2[C:27](=[C:28]([Cl:33])[CH:29]=[CH:30][CH:31]=2)[N:26]([CH2:34][C:35]2[CH:40]=[CH:39][C:38]([O:41][CH2:42][CH2:43]OS(C)(=O)=O)=[CH:37][CH:36]=2)[CH:25]=1)(=O)C.[N-:49]=[N+]=[N-].[Na+].O, predict the reaction product. The product is: [NH2:49][CH2:43][CH2:42][O:41][C:38]1[CH:37]=[CH:36][C:35]([CH2:34][N:26]2[C:27]3[C:32](=[CH:31][CH:30]=[CH:29][C:28]=3[Cl:33])[C:24]([C@@H:6]3[O:7][C@H:8]([CH2:19][OH:20])[C@@H:9]([OH:15])[C@H:10]([OH:11])[C@H:5]3[OH:4])=[CH:25]2)=[CH:40][CH:39]=1. (6) Given the reactants [CH3:1][C:2]([OH:22])([CH3:21])[CH2:3][N:4]([CH3:20])[CH2:5][CH2:6][CH:7]([C:14]1[CH:19]=[CH:18][CH:17]=[CH:16][CH:15]=1)[C:8]1[CH:13]=[CH:12][CH:11]=[CH:10][CH:9]=1.[C:23](OC)(=[O:28])[CH2:24][C:25]([CH3:27])=[O:26], predict the reaction product. The product is: [C:23]([O:22][C:2]([CH3:1])([CH3:21])[CH2:3][N:4]([CH3:20])[CH2:5][CH2:6][CH:7]([C:14]1[CH:15]=[CH:16][CH:17]=[CH:18][CH:19]=1)[C:8]1[CH:9]=[CH:10][CH:11]=[CH:12][CH:13]=1)(=[O:28])[CH2:24][C:25]([CH3:27])=[O:26]. (7) Given the reactants [CH:1]1([C:4](=[O:19])[CH2:5][C:6]([C:8]2[C:9]([CH3:18])=[N:10][C:11]([C:14]([F:17])([F:16])[F:15])=[CH:12][CH:13]=2)=[O:7])[CH2:3][CH2:2]1.CO[CH:22](OC)[N:23]([CH3:25])[CH3:24], predict the reaction product. The product is: [CH:1]1([C:4](=[O:19])[C:5](=[CH:22][N:23]([CH3:25])[CH3:24])[C:6]([C:8]2[C:9]([CH3:18])=[N:10][C:11]([C:14]([F:15])([F:16])[F:17])=[CH:12][CH:13]=2)=[O:7])[CH2:3][CH2:2]1. (8) Given the reactants [CH3:1][N:2]1[C:10](=[O:11])[C:9]2[N:8](COCC[Si](C)(C)C)[C:7]([O:20][C:21]3[CH:26]=[CH:25][CH:24]=[C:23]([C:27]([F:30])([F:29])[F:28])[CH:22]=3)=[N:6][C:5]=2[N:4]([CH3:31])[C:3]1=[O:32].Cl, predict the reaction product. The product is: [CH3:1][N:2]1[C:10](=[O:11])[C:9]2[NH:8][C:7]([O:20][C:21]3[CH:26]=[CH:25][CH:24]=[C:23]([C:27]([F:30])([F:29])[F:28])[CH:22]=3)=[N:6][C:5]=2[N:4]([CH3:31])[C:3]1=[O:32]. (9) Given the reactants [N+:1]([C:4]1[CH:34]=[CH:33][C:7]([O:8][C:9]2[CH:14]=[CH:13][N:12]=[C:11]3[CH:15]=[C:16]([C:18]4[CH:32]=[CH:31][C:21]([O:22][CH2:23][CH2:24][N:25]5[CH2:30][CH2:29][O:28][CH2:27][CH2:26]5)=[CH:20][CH:19]=4)[S:17][C:10]=23)=[CH:6][CH:5]=1)([O-])=O.CN1C2N=CN=C(OC3C=CC(NC(NC(=O)CC4C=CC=CC=4)=S)=CC=3F)C=2C=C1, predict the reaction product. The product is: [O:28]1[CH2:29][CH2:30][N:25]([CH2:24][CH2:23][O:22][C:21]2[CH:31]=[CH:32][C:18]([C:16]3[S:17][C:10]4[C:11](=[N:12][CH:13]=[CH:14][C:9]=4[O:8][C:7]4[CH:6]=[CH:5][C:4]([NH2:1])=[CH:34][CH:33]=4)[CH:15]=3)=[CH:19][CH:20]=2)[CH2:26][CH2:27]1. (10) Given the reactants [NH2:1][C:2]1[CH:3]=[C:4]([CH:14]=[CH:15][CH:16]=1)[CH2:5][NH:6][C:7](=[O:13])[O:8][C:9]([CH3:12])([CH3:11])[CH3:10].C=O.[C:19]([BH3-])#N.[Na+], predict the reaction product. The product is: [CH3:19][NH:1][C:2]1[CH:3]=[C:4]([CH:14]=[CH:15][CH:16]=1)[CH2:5][NH:6][C:7](=[O:13])[O:8][C:9]([CH3:12])([CH3:11])[CH3:10].